From a dataset of Full USPTO retrosynthesis dataset with 1.9M reactions from patents (1976-2016). Predict the reactants needed to synthesize the given product. (1) Given the product [N:11]1([CH2:14][C:15]2[N:20]=[CH:19][C:18]([NH:21][C:22]([C:24]3[CH:25]=[CH:26][C:27]([C:34]4[C:39]([Cl:40])=[C:38]([O:41][CH3:42])[CH:37]=[C:36]([O:43][CH3:44])[C:35]=4[Cl:45])=[C:28]4[C:33]=3[N:32]=[CH:31][CH:30]=[CH:29]4)=[O:23])=[CH:17][CH:16]=2)[CH2:12][CH2:13][NH:8][CH2:9][CH2:10]1, predict the reactants needed to synthesize it. The reactants are: COC1C=CC(C[N:8]2[CH2:13][CH2:12][N:11]([CH2:14][C:15]3[N:20]=[CH:19][C:18]([NH:21][C:22]([C:24]4[CH:25]=[CH:26][C:27]([C:34]5[C:39]([Cl:40])=[C:38]([O:41][CH3:42])[CH:37]=[C:36]([O:43][CH3:44])[C:35]=5[Cl:45])=[C:28]5[C:33]=4[N:32]=[CH:31][CH:30]=[CH:29]5)=[O:23])=[CH:17][CH:16]=3)[CH2:10][CH2:9]2)=CC=1. (2) The reactants are: [NH2:1][C:2]1[CH:7]=[CH:6][C:5]([N:8]([CH2:16][CH2:17][C:18]2[CH:23]=[CH:22][CH:21]=[CH:20][N:19]=2)[C:9](=[O:15])[O:10][C:11]([CH3:14])([CH3:13])[CH3:12])=[CH:4][CH:3]=1.[F:24][C:25]1[CH:30]=[CH:29][C:28]([C:31]2[CH2:36][CH2:35][CH2:34][CH2:33][C:32]=2[C:37](O)=[O:38])=[CH:27][CH:26]=1.O.ON1C2C=CC=CC=2N=N1.CN(C)CCCN=C=NCC. Given the product [F:24][C:25]1[CH:26]=[CH:27][C:28]([C:31]2[CH2:36][CH2:35][CH2:34][CH2:33][C:32]=2[C:37]([NH:1][C:2]2[CH:7]=[CH:6][C:5]([N:8]([CH2:16][CH2:17][C:18]3[CH:23]=[CH:22][CH:21]=[CH:20][N:19]=3)[C:9](=[O:15])[O:10][C:11]([CH3:13])([CH3:14])[CH3:12])=[CH:4][CH:3]=2)=[O:38])=[CH:29][CH:30]=1, predict the reactants needed to synthesize it. (3) Given the product [NH2:1][C:2]1[N:11]=[C:10]([C:12]([N:14]2[CH2:15][C:16]3[C:21](=[CH:20][CH:19]=[CH:18][CH:17]=3)[CH2:22]2)=[O:13])[C:9]2[C:4](=[CH:5][CH:6]=[C:7]([C:23]3[CH:30]=[CH:29][CH:28]=[CH:27][C:24]=3[CH2:25][N:31]3[CH2:35][CH2:34][CH2:33][CH2:32]3)[CH:8]=2)[N:3]=1, predict the reactants needed to synthesize it. The reactants are: [NH2:1][C:2]1[N:11]=[C:10]([C:12]([N:14]2[CH2:22][C:21]3[C:16](=[CH:17][CH:18]=[CH:19][CH:20]=3)[CH2:15]2)=[O:13])[C:9]2[C:4](=[CH:5][CH:6]=[C:7]([C:23]3[CH:30]=[CH:29][CH:28]=[CH:27][C:24]=3[CH:25]=O)[CH:8]=2)[N:3]=1.[NH:31]1[CH2:35][CH2:34][CH2:33][CH2:32]1.C(O)(=O)C.C(O[BH-](OC(=O)C)OC(=O)C)(=O)C.[Na+]. (4) Given the product [Si:23]([O:30][CH2:31][C@H:32]1[O:36][C@@H:35]([N:37]2[CH:44]=[CH:43][C:41](=[O:42])[NH:40][C:38]2=[O:39])[C@H:34]([O:45][CH3:46])[C@@H:33]1[O:47][C:1]([C:16]1[CH:21]=[CH:20][CH:19]=[CH:18][CH:17]=1)([C:10]1[CH:15]=[CH:14][CH:13]=[CH:12][CH:11]=1)[C:2]1[CH:9]=[CH:8][C:5]([O:6][CH3:7])=[CH:4][CH:3]=1)([C:26]([CH3:29])([CH3:28])[CH3:27])([CH3:24])[CH3:25], predict the reactants needed to synthesize it. The reactants are: [C:1](Cl)([C:16]1[CH:21]=[CH:20][CH:19]=[CH:18][CH:17]=1)([C:10]1[CH:15]=[CH:14][CH:13]=[CH:12][CH:11]=1)[C:2]1[CH:9]=[CH:8][C:5]([O:6][CH3:7])=[CH:4][CH:3]=1.[Si:23]([O:30][CH2:31][C@H:32]1[O:36][C@@H:35]([N:37]2[CH:44]=[CH:43][C:41](=[O:42])[NH:40][C:38]2=[O:39])[C@H:34]([O:45][CH3:46])[C@@H:33]1[OH:47])([C:26]([CH3:29])([CH3:28])[CH3:27])([CH3:25])[CH3:24].N1C(C)=CC(C)=CC=1C. (5) Given the product [CH3:22][O:23][C:24](=[O:29])[C@H:25]([CH2:27][OH:28])[NH:26][C:1]([C:14]1[CH:19]=[CH:18][CH:17]=[CH:16][CH:15]=1)([C:8]1[CH:13]=[CH:12][CH:11]=[CH:10][CH:9]=1)[C:2]1[CH:7]=[CH:6][CH:5]=[CH:4][CH:3]=1, predict the reactants needed to synthesize it. The reactants are: [C:1](Cl)([C:14]1[CH:19]=[CH:18][CH:17]=[CH:16][CH:15]=1)([C:8]1[CH:13]=[CH:12][CH:11]=[CH:10][CH:9]=1)[C:2]1[CH:7]=[CH:6][CH:5]=[CH:4][CH:3]=1.Cl.[CH3:22][O:23][C:24](=[O:29])[C@H:25]([CH2:27][OH:28])[NH2:26].C(N(CC)CC)C. (6) The reactants are: [NH:1]1[C:5]2=[N:6][CH:7]=[CH:8][CH:9]=[C:4]2[C:3]([CH:10]=[C:11]2[S:15][C:14](=[S:16])[NH:13][C:12]2=[O:17])=[CH:2]1.IC.[CH3:20]CN(C(C)C)C(C)C.O. Given the product [CH3:20][S:16][C:14]1[S:15][C:11](=[CH:10][C:3]2[C:4]3[C:5](=[N:6][CH:7]=[CH:8][CH:9]=3)[NH:1][CH:2]=2)[C:12](=[O:17])[N:13]=1, predict the reactants needed to synthesize it.